This data is from Catalyst prediction with 721,799 reactions and 888 catalyst types from USPTO. The task is: Predict which catalyst facilitates the given reaction. (1) Reactant: [O-:1][N+:2]1[C:7]2[CH:8]=[CH:9][CH:10]=[CH:11][C:6]=2[N:5]=[C:4]([N:12]2[CH2:17][CH2:16][CH:15]([C:18]([NH:20][C:21]3[C:22]([C:26]([O:28]C)=[O:27])=[CH:23][S:24][CH:25]=3)=[O:19])[CH2:14][CH2:13]2)[N:3]=1.O.[OH-].[Li+].Cl. Product: [O-:1][N+:2]1[C:7]2[CH:8]=[CH:9][CH:10]=[CH:11][C:6]=2[N:5]=[C:4]([N:12]2[CH2:17][CH2:16][CH:15]([C:18]([NH:20][C:21]3[C:22]([C:26]([OH:28])=[O:27])=[CH:23][S:24][CH:25]=3)=[O:19])[CH2:14][CH2:13]2)[N:3]=1. The catalyst class is: 87. (2) Reactant: [O-]CC.[Na+].C(OCC)(=O)CC(OCC)=O.CS([O:20][C@@H:21]1[CH2:25][CH2:24][N:23]([C:26]([O:28][C:29]([CH3:32])([CH3:31])[CH3:30])=[O:27])[CH2:22]1)(=O)=O.C1C=C2C(C(O)(O)C(=O)C2=CC=1)=O.Cl. Product: [OH:20][C@@H:21]1[CH2:25][CH2:24][N:23]([C:26]([O:28][C:29]([CH3:32])([CH3:31])[CH3:30])=[O:27])[CH2:22]1. The catalyst class is: 97. (3) Reactant: [Br:1]N1C(=O)CCC1=O.[F:9][C:10]1[CH:15]=[CH:14][C:13]([CH:16]2[CH2:25][C:20]3([O:24][CH2:23][CH2:22][O:21]3)[CH2:19][CH:18]=[C:17]2[O:26][Si](C)(C)C)=[CH:12][CH:11]=1. Product: [Br:1][CH:18]1[C:17](=[O:26])[CH:16]([C:13]2[CH:14]=[CH:15][C:10]([F:9])=[CH:11][CH:12]=2)[CH2:25][C:20]2([O:24][CH2:23][CH2:22][O:21]2)[CH2:19]1. The catalyst class is: 249.